This data is from Full USPTO retrosynthesis dataset with 1.9M reactions from patents (1976-2016). The task is: Predict the reactants needed to synthesize the given product. (1) Given the product [Br:1][C:2]1[CH:8]=[C:7]([Cl:9])[CH:6]=[C:5]2[C:3]=1[NH:4][N:11]=[CH:10]2, predict the reactants needed to synthesize it. The reactants are: [Br:1][C:2]1[CH:8]=[C:7]([Cl:9])[CH:6]=[C:5]([CH3:10])[C:3]=1[NH2:4].[N:11]([O-])=O.[Na+]. (2) Given the product [Cl:1][C:2]1[CH:7]=[CH:6][C:5]([CH:8]2[C:9]3[N:13]([CH:14]([CH3:16])[CH3:15])[C:12]([CH:17]4[CH2:21][CH2:20][O:19][CH2:18]4)=[N:11][C:10]=3[C:22](=[O:23])[N:27]2[C:28]2[CH:29]=[C:30]([CH3:38])[C:31]3[N:35]=[N:34][N:33]([CH3:36])[C:32]=3[CH:37]=2)=[CH:4][CH:3]=1, predict the reactants needed to synthesize it. The reactants are: [Cl:1][C:2]1[CH:7]=[CH:6][C:5]([CH:8]([NH:27][C:28]2[CH:29]=[C:30]([CH3:38])[C:31]3[N:35]=[N:34][N:33]([CH3:36])[C:32]=3[CH:37]=2)[C:9]2[N:13]([CH:14]([CH3:16])[CH3:15])[C:12]([CH:17]3[CH2:21][CH2:20][O:19][CH2:18]3)=[N:11][C:10]=2[C:22](OCC)=[O:23])=[CH:4][CH:3]=1.Cl.